Dataset: Peptide-MHC class I binding affinity with 185,985 pairs from IEDB/IMGT. Task: Regression. Given a peptide amino acid sequence and an MHC pseudo amino acid sequence, predict their binding affinity value. This is MHC class I binding data. (1) The peptide sequence is LRQGYRPVFS. The MHC is Mamu-B03 with pseudo-sequence Mamu-B03. The binding affinity (normalized) is 0.326. (2) The peptide sequence is FTMGVLCLA. The MHC is HLA-A02:03 with pseudo-sequence HLA-A02:03. The binding affinity (normalized) is 0.690. (3) The peptide sequence is TPVWHVTSA. The MHC is HLA-A01:01 with pseudo-sequence HLA-A01:01. The binding affinity (normalized) is 0.0847. (4) The peptide sequence is AQIDNYNKF. The MHC is HLA-C06:02 with pseudo-sequence HLA-C06:02. The binding affinity (normalized) is 0.0779. (5) The peptide sequence is RTFFLTQGA. The MHC is HLA-A02:06 with pseudo-sequence HLA-A02:06. The binding affinity (normalized) is 0.298. (6) The MHC is H-2-Kb with pseudo-sequence H-2-Kb. The binding affinity (normalized) is 0.274. The peptide sequence is AAIENYVRF.